Dataset: Full USPTO retrosynthesis dataset with 1.9M reactions from patents (1976-2016). Task: Predict the reactants needed to synthesize the given product. (1) Given the product [NH2:1][C:2]1[N:3]=[CH:4][C:5]([C:17]2[CH:18]=[CH:19][C:14]3[NH:13][C:12](=[O:23])[O:11][C:10]([CH3:24])([CH3:9])[C:15]=3[CH:16]=2)=[CH:6][CH:7]=1, predict the reactants needed to synthesize it. The reactants are: [NH2:1][C:2]1[CH:7]=[CH:6][C:5](Br)=[CH:4][N:3]=1.[CH3:9][C:10]1([CH3:24])[C:15]2[CH:16]=[C:17](B(O)O)[CH:18]=[CH:19][C:14]=2[NH:13][C:12](=[O:23])[O:11]1. (2) Given the product [C:28]([C:22]1[CH:27]=[CH:26][CH:25]=[CH:24][C:23]=1[C:2]1[CH:7]=[C:6]([O:8][CH3:9])[C:5]([C:6]2[CH:7]=[CH:2][CH:3]=[CH:4][C:21]=2[C:19]#[CH:20])=[CH:4][C:3]=1[O:11][CH3:12])#[CH:29], predict the reactants needed to synthesize it. The reactants are: Br[C:2]1[CH:7]=[C:6]([O:8][CH3:9])[C:5](Br)=[CH:4][C:3]=1[O:11][CH3:12].CCN([CH:19]([CH3:21])[CH3:20])C(C)C.[C:22]1([C:28]#[CH:29])[CH:27]=[CH:26][CH:25]=[CH:24][CH:23]=1. (3) The reactants are: C1(P(C2CCCCC2)C2C=CC=CC=2C2C(C(C)C)=CC(C(C)C)=CC=2C(C)C)CCCCC1.[O:35]1[CH2:40][CH2:39][N:38]([C:41]2[C:46]([NH2:47])=[CH:45][C:44]([N:48]3[CH2:53][CH2:52][O:51][CH2:50][CH2:49]3)=[CH:43][N:42]=2)[CH2:37][CH2:36]1.Cl[C:55]1[C:64]2[C:59](=[C:60]([Cl:67])[C:61]([F:66])=[CH:62][C:63]=2[F:65])[N:58]=[C:57]([C:68]2[CH:73]=[CH:72][CH:71]=[CH:70][N:69]=2)[C:56]=1[CH3:74].CC(C)([O-])C.[Na+]. Given the product [Cl:67][C:60]1[C:61]([F:66])=[CH:62][C:63]([F:65])=[C:64]2[C:59]=1[N:58]=[C:57]([C:68]1[CH:73]=[CH:72][CH:71]=[CH:70][N:69]=1)[C:56]([CH3:74])=[C:55]2[NH:47][C:46]1[C:41]([N:38]2[CH2:39][CH2:40][O:35][CH2:36][CH2:37]2)=[N:42][CH:43]=[C:44]([N:48]2[CH2:49][CH2:50][O:51][CH2:52][CH2:53]2)[CH:45]=1, predict the reactants needed to synthesize it. (4) Given the product [CH2:17]([O:16][C:12]1[C:9]2[C:10]([CH3:11])=[C:6]([C:4]([OH:5])=[O:3])[O:7][C:8]=2[CH:15]=[CH:14][CH:13]=1)[CH3:18], predict the reactants needed to synthesize it. The reactants are: C([O:3][C:4]([C:6]1[O:7][C:8]2[CH:15]=[CH:14][CH:13]=[C:12]([O:16][CH2:17][CH3:18])[C:9]=2[C:10]=1[CH3:11])=[O:5])C.[Li+].[OH-]. (5) The reactants are: [CH2:1]([N:3]1[C:7]([CH3:8])=[CH:6][C:5]([C:9]([CH2:11][C@H:12]2[N:15]([C:16](=P(CCCC)(CCCC)CCCC)[C:17]([O:19][CH2:20][CH:21]=[CH2:22])=[O:18])[C:14](=[O:36])[C@@H:13]2[C@H:37]([OH:39])[CH3:38])=O)=[N:4]1)[CH3:2].C1(C=CC(O)=CC=1)O.C(OCC)(=O)C.CCCCCC.C(OCC)(=O)C. Given the product [OH:39][C@@H:37]([C@H:13]1[C:14](=[O:36])[N:15]2[C:16]([C:17]([O:19][CH2:20][CH:21]=[CH2:22])=[O:18])=[C:9]([C:5]3[CH:6]=[C:7]([CH3:8])[N:3]([CH2:1][CH3:2])[N:4]=3)[CH2:11][C@H:12]12)[CH3:38], predict the reactants needed to synthesize it. (6) Given the product [C:35]([C:32]1[CH:33]=[CH:34][C:29]([C:26]2[CH:25]=[CH:24][C:23]([O:19][C:17](=[O:18])[C:16]3[CH:15]=[CH:14][C:13]([O:12][CH2:11][CH2:10][CH2:9][OH:8])=[CH:21][CH:20]=3)=[CH:28][CH:27]=2)=[CH:30][CH:31]=1)#[N:36], predict the reactants needed to synthesize it. The reactants are: [Si]([O:8][CH2:9][CH2:10][CH2:11][O:12][C:13]1[CH:21]=[CH:20][C:16]([C:17]([OH:19])=[O:18])=[CH:15][CH:14]=1)(C(C)(C)C)(C)C.O[C:23]1[CH:28]=[CH:27][C:26]([C:29]2[CH:34]=[CH:33][C:32]([C:35]#[N:36])=[CH:31][CH:30]=2)=[CH:25][CH:24]=1. (7) Given the product [Br:1][C:2]1[CH:7]=[N:6][C:5]([C:11]#[C:10][Si:12]([CH3:15])([CH3:14])[CH3:13])=[CH:4][N:3]=1, predict the reactants needed to synthesize it. The reactants are: [Br:1][C:2]1[CH:7]=[N:6][C:5](I)=[CH:4][N:3]=1.[I-].[C:10]([Si:12]([CH3:15])([CH3:14])[CH3:13])#[CH:11].